From a dataset of Full USPTO retrosynthesis dataset with 1.9M reactions from patents (1976-2016). Predict the reactants needed to synthesize the given product. (1) Given the product [CH3:1][C:2]1[C:6]([C:7]2[CH:8]=[C:9]3[C:10]([C:16]([OH:17])=[C:15]([C:21]([O:23][CH2:24][CH3:25])=[O:22])[CH:14]=[N:13]3)=[CH:11][CH:12]=2)=[C:5]([CH3:26])[O:4][N:3]=1, predict the reactants needed to synthesize it. The reactants are: [CH3:1][C:2]1[C:6]([C:7]2[CH:8]=[C:9]([NH:13][CH:14]=[C:15]([C:21]([O:23][CH2:24][CH3:25])=[O:22])[C:16](OCC)=[O:17])[CH:10]=[CH:11][CH:12]=2)=[C:5]([CH3:26])[O:4][N:3]=1.C1(OC2C=CC=CC=2)C=CC=CC=1. (2) Given the product [C:38]([O-:41])(=[O:40])[CH3:39].[NH+:51]1[CH:56]=[CH:55][CH:54]=[CH:53][CH:52]=1, predict the reactants needed to synthesize it. The reactants are: C1([Si](OC)(OC)OC)C=CC=CC=1.C(O[Si](OCC)(OCC)OCC)C.C[Si](OCC)(OCC)OCC.[C:38]([O-:41])(=[O:40])[CH3:39].CO[Si](CC[N+:51]1[CH:56]=[CH:55][CH:54]=[CH:53][CH:52]=1)(OC)OC.Cl.C(OCC(O)C)C.